This data is from Full USPTO retrosynthesis dataset with 1.9M reactions from patents (1976-2016). The task is: Predict the reactants needed to synthesize the given product. (1) Given the product [C:13]1([C:10]2[CH:11]=[CH:12][C:7]([C:6]([OH:19])=[O:5])=[CH:8][N:9]=2)[CH:14]=[CH:15][CH:16]=[CH:17][CH:18]=1, predict the reactants needed to synthesize it. The reactants are: [Li+].[OH-].C([O:5][C:6](=[O:19])[C:7]1[CH:12]=[CH:11][C:10]([C:13]2[CH:18]=[CH:17][CH:16]=[CH:15][CH:14]=2)=[N:9][CH:8]=1)C. (2) Given the product [Cl:12][C:9]1[CH:10]=[CH:11][C:6]([O:5][CH2:4][C:3]([OH:17])=[O:2])=[C:7]([NH:13][C:14]([NH2:16])=[O:15])[CH:8]=1, predict the reactants needed to synthesize it. The reactants are: C[O:2][C:3](=[O:17])[CH2:4][O:5][C:6]1[CH:11]=[CH:10][C:9]([Cl:12])=[CH:8][C:7]=1[NH:13][C:14]([NH2:16])=[O:15].[Li+].[OH-]. (3) Given the product [CH2:15]([O:14][N:13]=[C:11]1[CH2:12][N:8]([C:6](=[O:7])[CH2:22][O:21][CH3:20])[C@H:9]([C:17]([NH:41][C:37]2[CH:38]=[CH:39][C:40]3[N:28]([CH2:26][CH3:27])[C:29]4[C:34]([C:35]=3[CH:36]=2)=[CH:33][CH:32]=[CH:31][CH:30]=4)=[O:19])[CH2:10]1)[CH3:16], predict the reactants needed to synthesize it. The reactants are: C(O[C:6]([N:8]1[CH2:12][C:11](=[N:13][O:14][CH2:15][CH3:16])[CH2:10][C@H:9]1[C:17]([OH:19])=O)=[O:7])(C)(C)C.[CH3:20][O:21][CH2:22]C(Cl)=O.[CH2:26]([N:28]1[C:40]2[CH:39]=[CH:38][C:37]([NH2:41])=[CH:36][C:35]=2[C:34]2[C:29]1=[CH:30][CH:31]=[CH:32][CH:33]=2)[CH3:27]. (4) The reactants are: [F:1][C:2]1[CH:7]=[C:6]([I:8])[CH:5]=[CH:4][C:3]=1[NH:9][C:10]1[CH:11]=[N:12][CH:13]=[CH:14][C:15]=1[C:16]1[O:17][C:18](SC)=[N:19][N:20]=1.[NH:23]1[CH2:28][CH2:27][O:26][CH2:25][CH2:24]1. Given the product [F:1][C:2]1[CH:7]=[C:6]([I:8])[CH:5]=[CH:4][C:3]=1[NH:9][C:10]1[CH:11]=[N:12][CH:13]=[CH:14][C:15]=1[C:16]1[O:17][C:18]([N:23]2[CH2:28][CH2:27][O:26][CH2:25][CH2:24]2)=[N:19][N:20]=1, predict the reactants needed to synthesize it. (5) Given the product [Cl:27][C:22]1[CH:23]=[CH:24][CH:25]=[CH:26][C:21]=1[C:19]1[S:20][C:16]([CH2:15][CH2:14][O:13][C:10]2[CH:11]=[CH:12][C:7]([CH2:6][CH:5]([O:30][CH2:31][CH3:32])[C:4]([OH:33])=[O:3])=[C:8]([CH3:29])[CH:9]=2)=[C:17]([CH3:28])[N:18]=1, predict the reactants needed to synthesize it. The reactants are: C([O:3][C:4](=[O:33])[CH:5]([O:30][CH2:31][CH3:32])[CH2:6][C:7]1[CH:12]=[CH:11][C:10]([O:13][CH2:14][CH2:15][C:16]2[S:20][C:19]([C:21]3[CH:26]=[CH:25][CH:24]=[CH:23][C:22]=3[Cl:27])=[N:18][C:17]=2[CH3:28])=[CH:9][C:8]=1[CH3:29])C.[Li+].[OH-]. (6) Given the product [OH:31][C:29]1[C:28]2[C:23](=[C:24]([OH:33])[CH:25]=[CH:26][C:27]=2[Br:32])[N:22]=[C:21]([C:19]([OH:20])=[O:18])[CH:30]=1, predict the reactants needed to synthesize it. The reactants are: COC(C1C=C(O)C2C(=C(N)C=CC=2)N=1)=O.C[O:18][C:19]([C:21]1[CH:30]=[C:29]([OH:31])[C:28]2[C:23](=[C:24]([OH:33])[CH:25]=[CH:26][C:27]=2[Br:32])[N:22]=1)=[O:20]. (7) Given the product [O:1]1[C:6]2[CH:7]=[CH:8][CH:9]=[CH:10][C:5]=2[N:4]([C:11](=[O:17])[CH2:12][CH2:13][C:14]([OH:16])=[O:15])[CH2:3][CH2:2]1, predict the reactants needed to synthesize it. The reactants are: [O:1]1[C:6]2[CH:7]=[CH:8][CH:9]=[CH:10][C:5]=2[NH:4][CH2:3][CH2:2]1.[C:11]1(=[O:17])[O:16][C:14](=[O:15])[CH2:13][CH2:12]1. (8) Given the product [F:1][C:2]1[CH:3]=[C:4]([CH:29]=[C:30]([N:32]2[CH2:37][CH2:36][O:35][CH2:34][CH2:33]2)[CH:31]=1)[C:5]([NH:7][C:8]1[C:17]2[C:12](=[CH:13][CH:14]=[CH:15][CH:16]=2)[C:11]([O:18][C:19]2[CH:24]=[CH:23][N:22]=[C:21]([N:42]([CH2:41][CH2:40][O:39][CH3:38])[CH3:43])[N:20]=2)=[CH:10][CH:9]=1)=[O:6], predict the reactants needed to synthesize it. The reactants are: [F:1][C:2]1[CH:3]=[C:4]([CH:29]=[C:30]([N:32]2[CH2:37][CH2:36][O:35][CH2:34][CH2:33]2)[CH:31]=1)[C:5]([NH:7][C:8]1[C:17]2[C:12](=[CH:13][CH:14]=[CH:15][CH:16]=2)[C:11]([O:18][C:19]2[CH:24]=[CH:23][N:22]=[C:21](S(C)(=O)=O)[N:20]=2)=[CH:10][CH:9]=1)=[O:6].[CH3:38][O:39][CH2:40][CH2:41][NH:42][CH3:43]. (9) Given the product [CH3:1][C:2]1([CH3:32])[N:6]([C:7]([O:9][C:10]([CH3:11])([CH3:12])[CH3:13])=[O:8])[C@@H:5]([CH2:14][CH2:15][C:16]2[CH:21]=[CH:20][C:19]([NH:22][C:23]3[N:28]=[CH:27][C:26]([S:29]([CH3:31])(=[O:41])=[O:30])=[CH:25][N:24]=3)=[CH:18][CH:17]=2)[CH2:4][O:3]1, predict the reactants needed to synthesize it. The reactants are: [CH3:1][C:2]1([CH3:32])[N:6]([C:7]([O:9][C:10]([CH3:13])([CH3:12])[CH3:11])=[O:8])[C@@H:5]([CH2:14][CH2:15][C:16]2[CH:21]=[CH:20][C:19]([NH:22][C:23]3[N:28]=[CH:27][C:26]([S:29]([CH3:31])=[O:30])=[CH:25][N:24]=3)=[CH:18][CH:17]=2)[CH2:4][O:3]1.C1C=C(Cl)C=C(C(OO)=[O:41])C=1. (10) The reactants are: [C:1]([O:5][C:6]([N:8]1[C:12](=[O:13])[CH:11]([CH3:14])[CH2:10][C@H:9]1[C:15]([O:17][C:18]([CH3:21])([CH3:20])[CH3:19])=[O:16])=[O:7])([CH3:4])([CH3:3])[CH3:2].[CH3:22][Si](C)(C)[N-][Si](C)(C)C.[Li+].CI. Given the product [C:1]([O:5][C:6]([N:8]1[C:12](=[O:13])[C:11]([CH3:22])([CH3:14])[CH2:10][C@H:9]1[C:15]([O:17][C:18]([CH3:20])([CH3:19])[CH3:21])=[O:16])=[O:7])([CH3:4])([CH3:2])[CH3:3], predict the reactants needed to synthesize it.